The task is: Predict the product of the given reaction.. This data is from Forward reaction prediction with 1.9M reactions from USPTO patents (1976-2016). (1) Given the reactants C[N:2](C)[CH:3]=[CH:4][C:5]([C:7]1[CH:8]=[CH:9][C:10]([F:17])=[C:11]([CH:16]=1)[C:12]([O:14][CH3:15])=[O:13])=O.O.[NH2:20]N, predict the reaction product. The product is: [F:17][C:10]1[CH:9]=[CH:8][C:7]([C:5]2[CH:4]=[CH:3][NH:2][N:20]=2)=[CH:16][C:11]=1[C:12]([O:14][CH3:15])=[O:13]. (2) Given the reactants [F-].[CH2:2]([N+](CCCC)(CCCC)CCCC)CCC.C1C2C(C[O:33][C:34](=O)[NH:35][CH2:36][CH:37]([O:47][Si](C(C)(C)C)(C)C)[C:38]([NH:40][C:41]3[S:42][CH:43]=[C:44]([CH3:46])[N:45]=3)=[O:39])C3C(=CC=CC=3)C=2C=CC=1.CCN(C(C)C)C(C)C.C(Cl)(=O)C, predict the reaction product. The product is: [C:34]([NH:35][CH2:36][CH:37]([OH:47])[C:38]([NH:40][C:41]1[S:42][CH:43]=[C:44]([CH3:46])[N:45]=1)=[O:39])(=[O:33])[CH3:2]. (3) Given the reactants [NH2:1][C:2]1[CH:7]=[C:6]([NH2:8])[N:5]=[C:4]([S:9][C:10]2[C:11]([O:36][CH3:37])=[N:12][C:13]([N:18]3[CH2:23][CH2:22][N:21]([CH2:24][CH2:25][CH2:26][CH2:27][NH:28][C:29](=[O:35])[O:30][C:31]([CH3:34])([CH3:33])[CH3:32])[CH2:20][CH2:19]3)=[N:14][C:15]=2[O:16][CH3:17])[N:3]=1.CCN(CC)CC.[C:45](Cl)(=[O:48])[CH:46]=[CH2:47], predict the reaction product. The product is: [C:45]([NH:1][C:2]1[CH:7]=[C:6]([NH2:8])[N:5]=[C:4]([S:9][C:10]2[C:11]([O:36][CH3:37])=[N:12][C:13]([N:18]3[CH2:19][CH2:20][N:21]([CH2:24][CH2:25][CH2:26][CH2:27][NH:28][C:29](=[O:35])[O:30][C:31]([CH3:33])([CH3:32])[CH3:34])[CH2:22][CH2:23]3)=[N:14][C:15]=2[O:16][CH3:17])[N:3]=1)(=[O:48])[CH:46]=[CH2:47]. (4) Given the reactants [CH:1]1([N:7]([CH2:39][CH2:40][N:41]([CH2:49][CH2:50][C:51]2[C:56]3[O:57][CH2:58][C:59](=[O:61])[NH:60][C:55]=3[C:54]([OH:62])=[CH:53][CH:52]=2)[C:42](=[O:48])[O:43][C:44]([CH3:47])([CH3:46])[CH3:45])[C:8](=[O:38])[CH2:9][CH2:10][O:11][CH2:12][CH2:13][C:14]2[CH:19]=[CH:18][CH:17]=[C:16]([CH2:20][N:21]3[CH2:37][CH2:36][C:24]4([O:29][CH2:28][CH2:27][N:26](C(=O)C(F)(F)F)[CH2:25]4)[CH2:23][CH2:22]3)[CH:15]=2)[CH2:6][CH2:5][CH2:4][CH2:3][CH2:2]1.N, predict the reaction product. The product is: [O:29]1[C:24]2([CH2:36][CH2:37][N:21]([CH2:20][C:16]3[CH:15]=[C:14]([CH:19]=[CH:18][CH:17]=3)[CH2:13][CH2:12][O:11][CH2:10][CH2:9][C:8]([N:7]([CH2:39][CH2:40][N:41]([CH2:49][CH2:50][C:51]3[C:56]4[O:57][CH2:58][C:59](=[O:61])[NH:60][C:55]=4[C:54]([OH:62])=[CH:53][CH:52]=3)[C:42](=[O:48])[O:43][C:44]([CH3:47])([CH3:45])[CH3:46])[CH:1]3[CH2:6][CH2:5][CH2:4][CH2:3][CH2:2]3)=[O:38])[CH2:22][CH2:23]2)[CH2:25][NH:26][CH2:27][CH2:28]1. (5) Given the reactants [C:1]([C:5]1[CH:10]=[CH:9][C:8]([C:11]2[C:19]3[C:14](=[CH:15][CH:16]=[CH:17][CH:18]=3)[NH:13][C:12]=2[C:20]([O:22][CH2:23][C:24]2[CH:29]=[CH:28][CH:27]=[CH:26][CH:25]=2)=[O:21])=[CH:7][CH:6]=1)([CH3:4])([CH3:3])[CH3:2].C([O:36][C:37]1[CH:42]=[C:41]([O:43][CH2:44][CH2:45][O:46][CH3:47])[CH:40]=[C:39]([CH2:48]Cl)[CH:38]=1)(=O)C(C)(C)C.C([O-])([O-])=O.[K+].[K+].CCOC(C)=O, predict the reaction product. The product is: [C:1]([C:5]1[CH:6]=[CH:7][C:8]([C:11]2[C:19]3[C:14](=[CH:15][CH:16]=[CH:17][CH:18]=3)[N:13]([CH2:48][C:39]3[CH:40]=[C:41]([O:43][CH2:44][CH2:45][O:46][CH3:47])[CH:42]=[C:37]([OH:36])[CH:38]=3)[C:12]=2[C:20]([O:22][CH2:23][C:24]2[CH:29]=[CH:28][CH:27]=[CH:26][CH:25]=2)=[O:21])=[CH:9][CH:10]=1)([CH3:4])([CH3:2])[CH3:3]. (6) Given the reactants [C:1]([Li])([CH3:4])([CH3:3])[CH3:2].CCCCC.Br[C:12]1[CH:17]=[CH:16][CH:15]=[C:14]([C:18]([CH3:21])([CH3:20])[CH3:19])[CH:13]=1.[C:22]1(=[O:28])[CH2:27]CCC[CH2:23]1, predict the reaction product. The product is: [C:18]([C:14]1[CH:13]=[C:12]([C:22]2([OH:28])[CH2:27][CH2:3][C:1](=[CH2:4])[CH2:2][CH2:23]2)[CH:17]=[CH:16][CH:15]=1)([CH3:21])([CH3:20])[CH3:19]. (7) Given the reactants [Cl:1][C:2]1[CH:6]=[CH:5][S:4][C:3]=1[C:7]1[N:8]=[C:9]([NH2:12])[S:10][CH:11]=1.[Cl:13][C:14]1[CH:19]=[C:18]([Cl:20])[CH:17]=[C:16]([CH3:21])[C:15]=1[S:22](Cl)(=[O:24])=[O:23], predict the reaction product. The product is: [Cl:13][C:14]1[CH:19]=[C:18]([Cl:20])[CH:17]=[C:16]([CH3:21])[C:15]=1[S:22]([NH:12][C:9]1[S:10][CH:11]=[C:7]([C:3]2[S:4][CH:5]=[CH:6][C:2]=2[Cl:1])[N:8]=1)(=[O:24])=[O:23]. (8) Given the reactants [NH2:1][C:2]1[CH:3]=[CH:4][CH:5]=[C:6]2[C:10]=1[NH:9][C:8]([C:11]([NH2:13])=[O:12])=[C:7]2[S:14]([N:17]1[CH2:22][CH2:21][O:20][CH2:19][CH2:18]1)(=[O:16])=[O:15].C(N(CC)CC)C.[CH3:30][S:31](O[S:31]([CH3:30])(=[O:33])=[O:32])(=[O:33])=[O:32].[OH-].[Na+], predict the reaction product. The product is: [CH3:30][S:31]([NH:1][C:2]1[CH:3]=[CH:4][CH:5]=[C:6]2[C:10]=1[NH:9][C:8]([C:11]([NH2:13])=[O:12])=[C:7]2[S:14]([N:17]1[CH2:18][CH2:19][O:20][CH2:21][CH2:22]1)(=[O:16])=[O:15])(=[O:33])=[O:32].